From a dataset of Peptide-MHC class I binding affinity with 185,985 pairs from IEDB/IMGT. Regression. Given a peptide amino acid sequence and an MHC pseudo amino acid sequence, predict their binding affinity value. This is MHC class I binding data. (1) The peptide sequence is LEWLAEVVKL. The MHC is HLA-B45:01 with pseudo-sequence HLA-B45:01. The binding affinity (normalized) is 0.157. (2) The binding affinity (normalized) is 0.0847. The peptide sequence is RLEDVFAGK. The MHC is HLA-B46:01 with pseudo-sequence HLA-B46:01. (3) The binding affinity (normalized) is 0.0847. The MHC is HLA-A30:01 with pseudo-sequence HLA-A30:01. The peptide sequence is ETMKPAAMV. (4) The peptide sequence is LEACYKRSV. The MHC is HLA-A68:02 with pseudo-sequence HLA-A68:02. The binding affinity (normalized) is 0.0847. (5) The peptide sequence is KRLLLKLDF. The binding affinity (normalized) is 0.0847. The MHC is HLA-A68:02 with pseudo-sequence HLA-A68:02. (6) The peptide sequence is FADNDRQDIY. The MHC is HLA-A31:01 with pseudo-sequence HLA-A31:01. The binding affinity (normalized) is 0. (7) The peptide sequence is SLPQEHIIQK. The MHC is Patr-A0101 with pseudo-sequence Patr-A0101. The binding affinity (normalized) is 0.305.